This data is from Full USPTO retrosynthesis dataset with 1.9M reactions from patents (1976-2016). The task is: Predict the reactants needed to synthesize the given product. (1) Given the product [Cl:22][CH2:23][C:24]([NH:11][C:8]1[CH:9]=[CH:10][C:4]2[S:3][C:2]([CH3:1])=[N:6][C:5]=2[CH:7]=1)=[O:25], predict the reactants needed to synthesize it. The reactants are: [CH3:1][C:2]1[S:3][C:4]2[CH:10]=[CH:9][C:8]([NH2:11])=[CH:7][C:5]=2[N:6]=1.C(OCC)C.C(=O)(O)[O-].[Na+].[Cl:22][CH2:23][C:24](Cl)=[O:25]. (2) Given the product [OH:16][C:11]1[CH:10]=[CH:9][C:8]2[C:7]3[C:6](=[CH:2][C:3](=[O:4])[N:20]([CH3:19])[N:21]=3)[CH2:15][CH2:14][C:13]=2[CH:12]=1, predict the reactants needed to synthesize it. The reactants are: O[CH:2]([CH:6]1[CH2:15][CH2:14][C:13]2[C:8](=[CH:9][CH:10]=[C:11]([O:16]C)[CH:12]=2)[C:7]1=O)[C:3](O)=[O:4].[CH3:19][NH:20][NH2:21].B(Br)(Br)Br. (3) Given the product [C:21]1([C:2]2[N:7]=[C:6]([N:8]3[CH2:13][CH2:12][CH:11]([OH:14])[CH2:10][CH2:9]3)[CH:5]=[C:4]([C:15]3[CH:20]=[CH:19][CH:18]=[CH:17][CH:16]=3)[N:3]=2)[CH:26]=[CH:25][CH:24]=[CH:23][CH:22]=1, predict the reactants needed to synthesize it. The reactants are: Cl[C:2]1[N:7]=[C:6]([N:8]2[CH2:13][CH2:12][CH:11]([OH:14])[CH2:10][CH2:9]2)[CH:5]=[C:4]([C:15]2[CH:20]=[CH:19][CH:18]=[CH:17][CH:16]=2)[N:3]=1.[C:21]1(B(O)O)[CH:26]=[CH:25][CH:24]=[CH:23][CH:22]=1.